The task is: Regression. Given a peptide amino acid sequence and an MHC pseudo amino acid sequence, predict their binding affinity value. This is MHC class II binding data.. This data is from Peptide-MHC class II binding affinity with 134,281 pairs from IEDB. (1) The peptide sequence is GEKQIVDKIDAAFKI. The MHC is DRB5_0101 with pseudo-sequence DRB5_0101. The binding affinity (normalized) is 0.592. (2) The peptide sequence is MENRWQVMIVWQVDR. The MHC is DRB1_0101 with pseudo-sequence DRB1_0101. The binding affinity (normalized) is 0.602. (3) The peptide sequence is HPQQFIYAGSLSALL. The MHC is DRB1_1201 with pseudo-sequence DRB1_1201. The binding affinity (normalized) is 0.399. (4) The binding affinity (normalized) is 0.436. The MHC is HLA-DPA10201-DPB10501 with pseudo-sequence HLA-DPA10201-DPB10501. The peptide sequence is APIKEFKAKIVNG. (5) The peptide sequence is PSPVRDHYILYCEGEL. The MHC is DRB3_0101 with pseudo-sequence DRB3_0101. The binding affinity (normalized) is 0.0747. (6) The peptide sequence is GELQIVDKIDVAFKI. The MHC is DRB1_0101 with pseudo-sequence DRB1_0101. The binding affinity (normalized) is 0.411.